Dataset: Experimental lipophilicity measurements (octanol/water distribution) for 4,200 compounds from AstraZeneca. Task: Regression/Classification. Given a drug SMILES string, predict its absorption, distribution, metabolism, or excretion properties. Task type varies by dataset: regression for continuous measurements (e.g., permeability, clearance, half-life) or binary classification for categorical outcomes (e.g., BBB penetration, CYP inhibition). For this dataset (lipophilicity_astrazeneca), we predict Y. (1) The drug is O=C(O)CCc1ccc(NCc2cccc(Oc3ccccc3)c2)cc1. The Y is 2.10 logD. (2) The compound is COc1ncnc(NS(=O)(=O)c2ccc(N)cc2)c1OC. The Y is -0.730 logD. (3) The drug is O=C(O)c1ccc(-c2nnn(Cc3ccccc3F)n2)cc1. The Y is 0.300 logD. (4) The drug is Cc1ccc(COC(=O)N2CCC(CNc3ncccn3)CC2)cc1. The Y is 3.60 logD. (5) The drug is Nc1nc2ccc(C(=O)c3ccccc3)cc2[nH]1. The Y is 2.29 logD.